From a dataset of Catalyst prediction with 721,799 reactions and 888 catalyst types from USPTO. Predict which catalyst facilitates the given reaction. (1) Reactant: [Cl:1][C:2]1[N:3]=[CH:4][N:5]([C:7]2[CH:12]=[CH:11][C:10]([N+:13]([O-])=O)=[CH:9][N:8]=2)[CH:6]=1.O.O.[Sn](Cl)Cl. Product: [Cl:1][C:2]1[N:3]=[CH:4][N:5]([C:7]2[N:8]=[CH:9][C:10]([NH2:13])=[CH:11][CH:12]=2)[CH:6]=1. The catalyst class is: 5. (2) Reactant: CO[C:3](OC)([CH3:5])[CH3:4].C(O)(=O)C.[NH2:12][C:13]1[CH:18]=[CH:17][CH:16]=[CH:15][C:14]=1[C:19]1[NH:20][C:21]2[CH:27]=[CH:26][CH:25]=[CH:24][C:22]=2[N:23]=1. Product: [CH3:4][C:3]1([CH3:5])[N:23]2[C:22]3[CH:24]=[CH:25][CH:26]=[CH:27][C:21]=3[N:20]=[C:19]2[C:14]2[C:13](=[CH:18][CH:17]=[CH:16][CH:15]=2)[NH:12]1. The catalyst class is: 21.